Dataset: Full USPTO retrosynthesis dataset with 1.9M reactions from patents (1976-2016). Task: Predict the reactants needed to synthesize the given product. (1) Given the product [CH3:4][C:5]([CH2:9][CH2:10][CH2:11][CH:12]([CH3:24])[CH2:13][CH2:14][CH2:15][CH:16]([CH3:23])[CH2:17][CH2:18][CH2:19][CH:20]([CH3:22])[CH3:21])=[CH:6][CH2:7][C:25]([OH:27])=[O:1], predict the reactants needed to synthesize it. The reactants are: [OH2:1].[OH-].[K+].[CH3:4][C:5]([CH2:9][CH2:10][CH2:11][CH:12]([CH3:24])[CH2:13][CH2:14][CH2:15][CH:16]([CH3:23])[CH2:17][CH2:18][CH2:19][CH:20]([CH3:22])[CH3:21])=[CH:6][C:7]#N.[CH2:25]([OH:27])C. (2) Given the product [F:24][C:25]1[CH:26]=[C:27]([CH:29]=[CH:30][C:31]=1[C:2]1[CH:11]2[CH:6]([CH:7]=[C:8]([O:14][CH2:15][CH2:16][CH2:17][N:18]3[CH2:23][CH2:22][CH2:21][CH2:20][CH2:19]3)[C:9]([O:12][CH3:13])=[CH:10]2)[N:5]=[CH:4][N:3]=1)[NH2:28], predict the reactants needed to synthesize it. The reactants are: Cl[C:2]1[C:11]2[C:6](=[CH:7][C:8]([O:14][CH2:15][CH2:16][CH2:17][N:18]3[CH2:23][CH2:22][CH2:21][CH2:20][CH2:19]3)=[C:9]([O:12][CH3:13])[CH:10]=2)[N:5]=[CH:4][N:3]=1.[F:24][C:25]1[CH:26]=[C:27]([CH:29]=[CH:30][C:31]=1B1OC(C)(C)C(C)(C)O1)[NH2:28].C(=O)([O-])[O-].[K+].[K+]. (3) Given the product [CH3:1][C:2]1[CH:7]=[C:6]([N+:8]([O-:10])=[O:9])[CH:5]=[CH:4][C:3]=1[N:11]=[C:12]1[N:16]([CH2:19][CH:20]([CH3:22])[CH3:21])[CH2:15][C:14]([CH3:18])([CH3:17])[S:13]1, predict the reactants needed to synthesize it. The reactants are: [CH3:1][C:2]1[CH:7]=[C:6]([N+:8]([O-:10])=[O:9])[CH:5]=[CH:4][C:3]=1[N:11]=[C:12]1[NH:16][CH2:15][C:14]([CH3:18])([CH3:17])[S:13]1.[CH2:19](Br)[CH:20]([CH3:22])[CH3:21]. (4) Given the product [Br:1][C:2]1[C:7]2=[N:8][C:9]([C:12]([NH2:17])=[O:14])=[CH:10][N:11]=[C:6]2[CH:5]=[N:4][CH:3]=1, predict the reactants needed to synthesize it. The reactants are: [Br:1][C:2]1[C:7]2=[N:8][C:9]([C:12]([OH:14])=O)=[CH:10][N:11]=[C:6]2[CH:5]=[N:4][CH:3]=1.C(N1C=CN=C1)([N:17]1C=CN=C1)=O.[Cl-].[NH4+].C(N(CC)CC)C.